Dataset: NCI-60 drug combinations with 297,098 pairs across 59 cell lines. Task: Regression. Given two drug SMILES strings and cell line genomic features, predict the synergy score measuring deviation from expected non-interaction effect. (1) Drug 1: C1CN1C2=NC(=NC(=N2)N3CC3)N4CC4. Drug 2: CC1OCC2C(O1)C(C(C(O2)OC3C4COC(=O)C4C(C5=CC6=C(C=C35)OCO6)C7=CC(=C(C(=C7)OC)O)OC)O)O. Cell line: NCI-H460. Synergy scores: CSS=68.5, Synergy_ZIP=-2.75, Synergy_Bliss=-3.32, Synergy_Loewe=-0.251, Synergy_HSA=2.64. (2) Drug 1: CN1CCC(CC1)COC2=C(C=C3C(=C2)N=CN=C3NC4=C(C=C(C=C4)Br)F)OC. Drug 2: C1=CC=C(C(=C1)C(C2=CC=C(C=C2)Cl)C(Cl)Cl)Cl. Cell line: SN12C. Synergy scores: CSS=15.5, Synergy_ZIP=-4.57, Synergy_Bliss=3.93, Synergy_Loewe=-1.42, Synergy_HSA=4.49. (3) Drug 1: C1=CC(=CC=C1CCCC(=O)O)N(CCCl)CCCl. Drug 2: C1=CC(=CC=C1C#N)C(C2=CC=C(C=C2)C#N)N3C=NC=N3. Cell line: NCI-H522. Synergy scores: CSS=19.2, Synergy_ZIP=-3.60, Synergy_Bliss=-4.90, Synergy_Loewe=-3.19, Synergy_HSA=-1.95. (4) Drug 1: C1=CC(=CC=C1C#N)C(C2=CC=C(C=C2)C#N)N3C=NC=N3. Drug 2: C1CNP(=O)(OC1)N(CCCl)CCCl. Cell line: HL-60(TB). Synergy scores: CSS=-27.4, Synergy_ZIP=21.0, Synergy_Bliss=7.04, Synergy_Loewe=-27.8, Synergy_HSA=-27.8. (5) Drug 1: C1CCC(CC1)NC(=O)N(CCCl)N=O. Drug 2: CC1=C2C(C(=O)C3(C(CC4C(C3C(C(C2(C)C)(CC1OC(=O)C(C(C5=CC=CC=C5)NC(=O)OC(C)(C)C)O)O)OC(=O)C6=CC=CC=C6)(CO4)OC(=O)C)O)C)O. Cell line: SN12C. Synergy scores: CSS=33.2, Synergy_ZIP=-13.4, Synergy_Bliss=-8.45, Synergy_Loewe=-38.3, Synergy_HSA=-5.84. (6) Drug 1: CS(=O)(=O)C1=CC(=C(C=C1)C(=O)NC2=CC(=C(C=C2)Cl)C3=CC=CC=N3)Cl. Drug 2: C1=NC2=C(N=C(N=C2N1C3C(C(C(O3)CO)O)F)Cl)N. Cell line: SF-268. Synergy scores: CSS=21.5, Synergy_ZIP=1.70, Synergy_Bliss=2.81, Synergy_Loewe=-15.8, Synergy_HSA=0.347. (7) Drug 1: C1CC(=O)NC(=O)C1N2CC3=C(C2=O)C=CC=C3N. Drug 2: CC(C)NC(=O)C1=CC=C(C=C1)CNNC.Cl. Cell line: RXF 393. Synergy scores: CSS=2.07, Synergy_ZIP=-0.294, Synergy_Bliss=2.56, Synergy_Loewe=0.901, Synergy_HSA=1.08. (8) Drug 1: C1C(C(OC1N2C=NC3=C(N=C(N=C32)Cl)N)CO)O. Drug 2: CC1CCC2CC(C(=CC=CC=CC(CC(C(=O)C(C(C(=CC(C(=O)CC(OC(=O)C3CCCCN3C(=O)C(=O)C1(O2)O)C(C)CC4CCC(C(C4)OC)O)C)C)O)OC)C)C)C)OC. Cell line: SNB-19. Synergy scores: CSS=20.0, Synergy_ZIP=-10.6, Synergy_Bliss=-1.90, Synergy_Loewe=-1.33, Synergy_HSA=-0.662. (9) Drug 1: CC12CCC(CC1=CCC3C2CCC4(C3CC=C4C5=CN=CC=C5)C)O. Drug 2: CCC(=C(C1=CC=CC=C1)C2=CC=C(C=C2)OCCN(C)C)C3=CC=CC=C3.C(C(=O)O)C(CC(=O)O)(C(=O)O)O. Cell line: U251. Synergy scores: CSS=5.68, Synergy_ZIP=3.42, Synergy_Bliss=0.265, Synergy_Loewe=-1.69, Synergy_HSA=-0.104.